Dataset: Aqueous solubility values for 9,982 compounds from the AqSolDB database. Task: Regression/Classification. Given a drug SMILES string, predict its absorption, distribution, metabolism, or excretion properties. Task type varies by dataset: regression for continuous measurements (e.g., permeability, clearance, half-life) or binary classification for categorical outcomes (e.g., BBB penetration, CYP inhibition). For this dataset (solubility_aqsoldb), we predict Y. (1) The Y is -3.52 log mol/L. The drug is O=C(C(=O)c1cc([N+](=O)[O-])ccc1O)c1cc([N+](=O)[O-])ccc1O. (2) The drug is ClC(Cl)C(Cl)(Cl)Cl. The Y is -2.62 log mol/L. (3) The compound is Cc1cc(C(C)(C)C)cc(C)c1CC#N. The Y is -4.70 log mol/L. (4) The compound is O=C1c2ccccc2C(=O)C1C(=O)C(c1ccccc1)c1ccc(Cl)cc1. The Y is -3.57 log mol/L. (5) The molecule is CCC(C)C1(CC)C(=O)[N-]C(=O)NC1=O.[Na+]. The Y is 0.153 log mol/L. (6) The molecule is C/C=C\CC. The Y is -2.54 log mol/L.